From a dataset of Reaction yield outcomes from USPTO patents with 853,638 reactions. Predict the reaction yield, written as a fraction of the theoretical maximum amount of product (1.0 means a 100% yield; for example, 0.34 means a 34% yield). (1) The reactants are Br[C:2]1[CH:22]=[C:21]2[C:5]([CH2:6][C:7]3([C:20]2=[O:23])[CH2:18][C:17]2[C:19]4[C:13]([CH:14]=[CH:15][CH:16]=2)=[CH:12][CH:11]=[CH:10][C:9]=4[CH2:8]3)=[CH:4][CH:3]=1.[C:24]([C:26]1[CH:27]=[C:28](B(O)O)[CH:29]=[CH:30][CH:31]=1)#[N:25].C([O-])([O-])=O.[Cs+].[Cs+]. The catalyst is O1CCOCC1.Cl[Pd](Cl)([P](C1C=CC=CC=1)(C1C=CC=CC=1)C1C=CC=CC=1)[P](C1C=CC=CC=1)(C1C=CC=CC=1)C1C=CC=CC=1. The product is [O:23]=[C:20]1[C:7]2([CH2:8][C:9]3[C:19]4[C:13]([CH:12]=[CH:11][CH:10]=3)=[CH:14][CH:15]=[CH:16][C:17]=4[CH2:18]2)[CH2:6][C:5]2[C:21]1=[CH:22][C:2]([C:30]1[CH:31]=[C:26]([CH:27]=[CH:28][CH:29]=1)[C:24]#[N:25])=[CH:3][CH:4]=2. The yield is 0.600. (2) The reactants are [OH:1][C:2]1[CH:3]=[C:4]2[C:9](=[CH:10][CH:11]=1)[N:8]=[C:7]([CH2:12][CH:13]([CH3:15])[CH3:14])[C:6]([CH2:16][NH:17][C:18](=[O:24])[O:19][C:20]([CH3:23])([CH3:22])[CH3:21])=[C:5]2[C:25]1[CH:30]=[CH:29][C:28]([CH3:31])=[CH:27][CH:26]=1.Br[CH2:33][C:34]([O:36][CH3:37])=[O:35].C(=O)([O-])[O-].[K+].[K+].CN(C)C=O. The catalyst is O. The product is [C:20]([O:19][C:18]([NH:17][CH2:16][C:6]1[C:7]([CH2:12][CH:13]([CH3:15])[CH3:14])=[N:8][C:9]2[C:4]([C:5]=1[C:25]1[CH:26]=[CH:27][C:28]([CH3:31])=[CH:29][CH:30]=1)=[CH:3][C:2]([O:1][CH2:33][C:34]([O:36][CH3:37])=[O:35])=[CH:11][CH:10]=2)=[O:24])([CH3:23])([CH3:21])[CH3:22]. The yield is 0.940.